From a dataset of Reaction yield outcomes from USPTO patents with 853,638 reactions. Predict the reaction yield, written as a fraction of the theoretical maximum amount of product (1.0 means a 100% yield; for example, 0.34 means a 34% yield). (1) The reactants are [CH2:1]([O:3][C:4]([C:6]1[C:7]([CH3:11])=[N:8][NH:9][CH:10]=1)=[O:5])[CH3:2].C(=O)([O-])[O-].[K+].[K+].FN1C=C[CH:22]=[CH:21][CH:20]1[Br:25].[CH3:26][N:27]([CH3:30])C=O. The catalyst is O. The product is [CH2:1]([O:3][C:4]([C:6]1[C:7]([CH3:11])=[N:8][N:9]([C:26]2[C:20]([Br:25])=[CH:21][CH:22]=[CH:30][N:27]=2)[CH:10]=1)=[O:5])[CH3:2]. The yield is 0.790. (2) The reactants are [NH:1]1[C:9]2[C:4](=[CH:5][C:6]([O:10][C:11]3[CH:16]=[CH:15][N:14]=[C:13]([NH2:17])[CH:12]=3)=[CH:7][CH:8]=2)[CH:3]=[CH:2]1.[H-].[Na+].[CH:20]1([NH:25][C:26](=O)[O:27]C2C=CC=CC=2)[CH2:24][CH2:23][CH2:22][CH2:21]1.O. The catalyst is CN(C)C=O. The product is [CH:20]1([NH:25][C:26]([N:1]2[C:9]3[C:4](=[CH:5][C:6]([O:10][C:11]4[CH:16]=[CH:15][N:14]=[C:13]([NH2:17])[CH:12]=4)=[CH:7][CH:8]=3)[CH:3]=[CH:2]2)=[O:27])[CH2:24][CH2:23][CH2:22][CH2:21]1. The yield is 0.557. (3) The reactants are [Br:1][C:2]1[S:6][C:5]([S:7](Cl)(=[O:9])=[O:8])=[CH:4][CH:3]=1.[NH2:11][C:12]1[CH:17]=[CH:16][N:15]=[CH:14][CH:13]=1. The catalyst is CN(C)C1C=CN=CC=1.N1C=CC=CC=1. The product is [N:15]1[CH:16]=[CH:17][C:12]([NH:11][S:7]([C:5]2[S:6][C:2]([Br:1])=[CH:3][CH:4]=2)(=[O:9])=[O:8])=[CH:13][CH:14]=1. The yield is 0.960. (4) The reactants are [C:1]1([S:7]([C:10]2[CH:15]=[CH:14][CH:13]=[C:12](F)[CH:11]=2)(=[O:9])=[O:8])[CH:6]=[CH:5][CH:4]=[CH:3][CH:2]=1.O.[NH2:18][NH2:19].CS(C)=O. The catalyst is O. The product is [C:1]1([S:7]([C:10]2[CH:11]=[C:12]([NH:18][NH2:19])[CH:13]=[CH:14][CH:15]=2)(=[O:9])=[O:8])[CH:6]=[CH:5][CH:4]=[CH:3][CH:2]=1. The yield is 0.950. (5) The reactants are [C:1]([N:4]1[CH2:9][CH2:8][C:7](=O)[CH2:6][CH2:5]1)(=[O:3])[CH3:2].N1CCCCC1.CC1C=CC(S(O)(=O)=O)=CC=1.[Br:28][C:29]1[CH:37]=[CH:36][C:32]([C:33](Cl)=O)=[CH:31][CH:30]=1.Cl.[NH2:39][NH2:40]. The catalyst is C(Cl)Cl.C1C=CC=CC=1. The product is [Br:28][C:29]1[CH:37]=[CH:36][C:32]([C:33]2[C:6]3[CH2:5][N:4]([C:1](=[O:3])[CH3:2])[CH2:9][CH2:8][C:7]=3[NH:40][N:39]=2)=[CH:31][CH:30]=1. The yield is 0.500.